Dataset: Cav3 T-type calcium channel HTS with 100,875 compounds. Task: Binary Classification. Given a drug SMILES string, predict its activity (active/inactive) in a high-throughput screening assay against a specified biological target. The compound is O(c1c(CNCCNC(=O)c2occc2)cc(OC)cc1)C. The result is 0 (inactive).